This data is from Forward reaction prediction with 1.9M reactions from USPTO patents (1976-2016). The task is: Predict the product of the given reaction. (1) Given the reactants C(Cl)(=O)C(Cl)=O.CS(C)=O.C(Cl)(Cl)Cl.C(=O)=O.[Si:18]([O:35][C:36]1[CH:53]=[CH:52][C:51]2[C@@H:50]3[C@H:41]([C@H:42]4[C@@:46]([CH2:48][CH:49]3[OH:54])([CH3:47])[CH:45]3[O:55][CH2:56][CH2:57][O:58][CH:44]3[CH2:43]4)[CH2:40][CH2:39][C:38]=2[CH:37]=1)([C:31]([CH3:34])([CH3:33])[CH3:32])([C:25]1[CH:30]=[CH:29][CH:28]=[CH:27][CH:26]=1)[C:19]1[CH:24]=[CH:23][CH:22]=[CH:21][CH:20]=1.C(N(CC)CC)C, predict the reaction product. The product is: [Si:18]([O:35][C:36]1[CH:53]=[CH:52][C:51]2[C@@H:50]3[C@H:41]([C@H:42]4[C@@:46]([CH2:48][C:49]3=[O:54])([CH3:47])[CH:45]3[O:55][CH2:56][CH2:57][O:58][CH:44]3[CH2:43]4)[CH2:40][CH2:39][C:38]=2[CH:37]=1)([C:31]([CH3:34])([CH3:33])[CH3:32])([C:25]1[CH:26]=[CH:27][CH:28]=[CH:29][CH:30]=1)[C:19]1[CH:24]=[CH:23][CH:22]=[CH:21][CH:20]=1. (2) Given the reactants [CH2:1]([O:8][C:9]1[CH:10]=[CH:11][C:12](/[CH:21]=[CH:22]/[N+:23]([O-])=O)=[C:13]([C:15]2[CH:20]=[CH:19][CH:18]=[CH:17][CH:16]=2)[CH:14]=1)[C:2]1[CH:7]=[CH:6][CH:5]=[CH:4][CH:3]=1.[H-].[Al+3].[Li+].[H-].[H-].[H-].[C:32](OC(=O)C)(=[O:34])[CH3:33].C(N(CC)CC)C, predict the reaction product. The product is: [CH2:1]([O:8][C:9]1[CH:10]=[CH:11][C:12]([CH2:21][CH2:22][NH:23][C:32](=[O:34])[CH3:33])=[C:13]([C:15]2[CH:20]=[CH:19][CH:18]=[CH:17][CH:16]=2)[CH:14]=1)[C:2]1[CH:7]=[CH:6][CH:5]=[CH:4][CH:3]=1. (3) Given the reactants [Cl:1][C:2]1[N:7]=[CH:6][C:5]([C:8]2[CH:9]=[CH:10][C:11]3[N:12]([CH:14]=[C:15]([NH:17][C:18](=[O:20])[CH3:19])[N:16]=3)[N:13]=2)=[CH:4][C:3]=1[NH:21][S:22]([C:25]1[CH:30]=[CH:29][CH:28]=[C:27]([O:31][CH:32]([F:34])[F:33])[CH:26]=1)(=[O:24])=[O:23].C1C(=O)N([I:42])C(=O)C1, predict the reaction product. The product is: [Cl:1][C:2]1[N:7]=[CH:6][C:5]([C:8]2[CH:9]=[CH:10][C:11]3[N:12]([C:14]([I:42])=[C:15]([NH:17][C:18](=[O:20])[CH3:19])[N:16]=3)[N:13]=2)=[CH:4][C:3]=1[NH:21][S:22]([C:25]1[CH:30]=[CH:29][CH:28]=[C:27]([O:31][CH:32]([F:34])[F:33])[CH:26]=1)(=[O:24])=[O:23]. (4) Given the reactants [OH:1][C:2]1[CH:11]=[CH:10][C:5]([C:6]([O:8][CH3:9])=[O:7])=[CH:4][C:3]=1[C:12]([NH:14][CH:15]1[CH2:20][CH2:19][CH2:18][CH:17]([C:21]([O:23][CH3:24])=[O:22])[CH2:16]1)=[O:13].Br[CH2:26][CH2:27][O:28][C:29]1[CH:48]=[CH:47][C:32]([O:33][CH2:34][C:35]2[CH:40]=[CH:39][C:38]([C:41]3[CH:46]=[CH:45][CH:44]=[CH:43][CH:42]=3)=[CH:37][CH:36]=2)=[CH:31][CH:30]=1, predict the reaction product. The product is: [C:38]1([C:41]2[CH:42]=[CH:43][CH:44]=[CH:45][CH:46]=2)[CH:39]=[CH:40][C:35]([CH2:34][O:33][C:32]2[CH:47]=[CH:48][C:29]([O:28][CH2:27][CH2:26][O:1][C:2]3[CH:11]=[CH:10][C:5]([C:6]([O:8][CH3:9])=[O:7])=[CH:4][C:3]=3[C:12]([NH:14][CH:15]3[CH2:20][CH2:19][CH2:18][CH:17]([C:21]([O:23][CH3:24])=[O:22])[CH2:16]3)=[O:13])=[CH:30][CH:31]=2)=[CH:36][CH:37]=1. (5) Given the reactants [F:1][C:2]1[CH:9]=[CH:8][C:5]([C:6]#[N:7])=[C:4]([SH:10])[CH:3]=1.[OH:11]S(O)(=O)=O.C([O-])(O)=O.[Na+], predict the reaction product. The product is: [F:1][C:2]1[CH:9]=[CH:8][C:5]2[C:6](=[O:11])[NH:7][S:10][C:4]=2[CH:3]=1. (6) Given the reactants FC(F)(F)C([O-])=O.[CH2:8]([O:15][C:16]([NH:18][C@H:19]([C:28]1[NH:29][C:30]([C:33]2[CH:42]=[CH:41][C:40]3[C:35](=[CH:36][CH:37]=[C:38]([O:43][CH3:44])[CH:39]=3)[CH:34]=2)=[CH:31][NH+:32]=1)[CH2:20][CH2:21][CH2:22][CH2:23][CH2:24][C:25](O)=[O:26])=[O:17])[C:9]1[CH:14]=[CH:13][CH:12]=[CH:11][CH:10]=1.[CH3:45][N:46](C(ON1N=NC2C=CC=NC1=2)=[N+](C)C)C.F[P-](F)(F)(F)(F)F.CCN(C(C)C)C(C)C.CN, predict the reaction product. The product is: [CH3:44][O:43][C:38]1[CH:39]=[C:40]2[C:35](=[CH:36][CH:37]=1)[CH:34]=[C:33]([C:30]1[NH:29][C:28]([C@@H:19]([NH:18][C:16](=[O:17])[O:15][CH2:8][C:9]3[CH:10]=[CH:11][CH:12]=[CH:13][CH:14]=3)[CH2:20][CH2:21][CH2:22][CH2:23][CH2:24][C:25]([NH:46][CH3:45])=[O:26])=[N:32][CH:31]=1)[CH:42]=[CH:41]2.